This data is from Forward reaction prediction with 1.9M reactions from USPTO patents (1976-2016). The task is: Predict the product of the given reaction. (1) Given the reactants C(Cl)(=O)C(Cl)=O.C[N:8](C)[CH:9]=[O:10].[Br:12][C:13]1[CH:14]=[C:15](C(O)=O)[CH:16]=[N:17][CH:18]=1, predict the reaction product. The product is: [Br:12][C:13]1[CH:14]=[C:15]([C:9]([NH2:8])=[O:10])[CH:16]=[N:17][CH:18]=1. (2) Given the reactants [F:1][C:2]1[CH:3]=[C:4]([NH2:26])[CH:5]=[CH:6][C:7]=1[N:8]1[CH2:13][CH2:12][N:11]([CH:14]([C:21]2[O:22][CH:23]=[CH:24][N:25]=2)[C:15]2[CH:20]=[CH:19][CH:18]=[CH:17][CH:16]=2)[CH2:10][CH2:9]1.[CH:27]1([C:31](Cl)=[O:32])[CH2:30][CH2:29][CH2:28]1.CCN(C(C)C)C(C)C, predict the reaction product. The product is: [F:1][C:2]1[CH:3]=[C:4]([NH:26][C:31]([CH:27]2[CH2:30][CH2:29][CH2:28]2)=[O:32])[CH:5]=[CH:6][C:7]=1[N:8]1[CH2:9][CH2:10][N:11]([CH:14]([C:21]2[O:22][CH:23]=[CH:24][N:25]=2)[C:15]2[CH:16]=[CH:17][CH:18]=[CH:19][CH:20]=2)[CH2:12][CH2:13]1. (3) Given the reactants [Cl:1][C:2]1[N:7]=[C:6]([C:8]2[C:13]([F:14])=[CH:12][CH:11]=[CH:10][N:9]=2)[C:5](N)=[CH:4][CH:3]=1.S(=O)(=O)(O)O.N([O-])=O.[Na+].[I-:25].[K+], predict the reaction product. The product is: [Cl:1][C:2]1[N:7]=[C:6]([C:8]2[C:13]([F:14])=[CH:12][CH:11]=[CH:10][N:9]=2)[C:5]([I:25])=[CH:4][CH:3]=1. (4) The product is: [Cl:1][C:2]1[CH:7]=[CH:6][CH:5]=[C:4]([F:8])[C:3]=1[N:9]1[C:10]2[C:15](=[CH:14][C:13]([CH3:16])=[CH:12][CH:11]=2)[CH2:18][C:17]1=[O:20]. Given the reactants [Cl:1][C:2]1[CH:7]=[CH:6][CH:5]=[C:4]([F:8])[C:3]=1[N:9]([C:17](=[O:20])[CH2:18]Cl)[C:10]1[CH:15]=[CH:14][C:13]([CH3:16])=[CH:12][CH:11]=1.[Cl-].[Al+3].[Cl-].[Cl-].Cl.O, predict the reaction product. (5) Given the reactants [F:1][C:2]1([F:37])[O:6][C:5]2[CH:7]=[CH:8][C:9]([C:11]3([C:14]([NH:16][C:17]4[N:22]=[C:21]([C:23]5[C:24](C(C)(C)C)=[C:25]([CH:29]=[CH:30][CH:31]=5)[C:26]([O-:28])=[O:27])[C:20]([CH3:36])=[CH:19][CH:18]=4)=[O:15])[CH2:13][CH2:12]3)=[CH:10][C:4]=2[O:3]1.O.[ClH:39], predict the reaction product. The product is: [F:37][C:2]1([F:1])[O:6][C:5]2[CH:7]=[CH:8][C:9]([C:11]3([C:14]([NH:16][C:17]4[N:22]=[C:21]([C:23]5[CH:24]=[C:25]([CH:29]=[CH:30][CH:31]=5)[C:26]([OH:28])=[O:27])[C:20]([CH3:36])=[CH:19][CH:18]=4)=[O:15])[CH2:13][CH2:12]3)=[CH:10][C:4]=2[O:3]1.[ClH:39]. (6) Given the reactants [Br:1][C:2]1[CH:3]=[C:4]([CH3:9])[C:5]([NH2:8])=[N:6][CH:7]=1.[H-].[Na+].I[CH3:13].[Na+].[Cl-], predict the reaction product. The product is: [Br:1][C:2]1[CH:3]=[C:4]([CH3:9])[C:5]([NH:8][CH3:13])=[N:6][CH:7]=1. (7) Given the reactants Cl.[NH2:2][CH2:3][C:4](=O)[CH2:5][CH2:6][C:7]([OH:9])=[O:8].C([O-])(=O)C.[Na+].[C:16]1(=O)[CH2:21][CH2:20][CH2:19][CH2:18][C:17]1=[O:22], predict the reaction product. The product is: [O:22]=[C:17]1[CH2:18][CH2:19][CH2:20][C:21]2[NH:2][CH:3]=[C:4]([CH2:5][CH2:6][C:7]([OH:9])=[O:8])[C:16]1=2. (8) Given the reactants [CH2:1]([O:8][C:9]([NH:11][C@H:12]([C:27]([OH:29])=[O:28])[CH2:13][C:14]1[CH:19]=[CH:18][C:17]([C:20]([O:22][C:23]([CH3:26])([CH3:25])[CH3:24])=[O:21])=[CH:16][CH:15]=1)=[O:10])[C:2]1[CH:7]=[CH:6][CH:5]=[CH:4][CH:3]=1.O, predict the reaction product. The product is: [CH2:1]([O:8][C:9]([NH:11][C@H:12]([C:27]([O:29][C:2]([CH3:7])([CH3:3])[CH3:1])=[O:28])[CH2:13][C:14]1[CH:15]=[CH:16][C:17]([C:20]([O:22][C:23]([CH3:25])([CH3:24])[CH3:26])=[O:21])=[CH:18][CH:19]=1)=[O:10])[C:2]1[CH:3]=[CH:4][CH:5]=[CH:6][CH:7]=1.